This data is from Full USPTO retrosynthesis dataset with 1.9M reactions from patents (1976-2016). The task is: Predict the reactants needed to synthesize the given product. Given the product [CH3:28][N:29]([CH3:31])/[CH:30]=[CH:25]/[C:24]([C:16]1[CH:17]=[C:18]2[C:13](=[CH:14][CH:15]=1)[C:12]1[N:22]([CH:23]=[C:10]([C:9]3[N:5]([CH2:4][CH:3]([O:2][CH3:1])[CH3:27])[N:6]=[CH:7][N:8]=3)[N:11]=1)[CH2:21][CH2:20][O:19]2)=[O:26], predict the reactants needed to synthesize it. The reactants are: [CH3:1][O:2][CH:3]([CH3:27])[CH2:4][N:5]1[C:9]([C:10]2[N:11]=[C:12]3[N:22]([CH:23]=2)[CH2:21][CH2:20][O:19][C:18]2[C:13]3=[CH:14][CH:15]=[C:16]([C:24](=[O:26])[CH3:25])[CH:17]=2)=[N:8][CH:7]=[N:6]1.[CH3:28][N:29]([CH:31](OC)OC)[CH3:30].